From a dataset of Reaction yield outcomes from USPTO patents with 853,638 reactions. Predict the reaction yield, written as a fraction of the theoretical maximum amount of product (1.0 means a 100% yield; for example, 0.34 means a 34% yield). (1) The reactants are [NH2:1][C:2]1([CH3:24])[CH2:7][CH2:6][CH2:5][N:4]([C:8]2[C:13]([Br:14])=[CH:12][N:11]=[C:10]3[NH:15][CH:16]=[C:17]([NH:18][C:19](=[O:23])[CH2:20][O:21][CH3:22])[C:9]=23)[CH2:3]1.[ClH:25]. The catalyst is CO.O1CCOCC1. The product is [ClH:25].[NH2:1][C:2]1([CH3:24])[CH2:7][CH2:6][CH2:5][N:4]([C:8]2[C:13]([Br:14])=[CH:12][N:11]=[C:10]3[NH:15][CH:16]=[C:17]([NH:18][C:19](=[O:23])[CH2:20][O:21][CH3:22])[C:9]=23)[CH2:3]1. The yield is 0.550. (2) The reactants are [Cl:1][C:2]1[C:3]2[C:8]([N:9]=[C:10]3[C:15]=1[CH:14]=[C:13](I)[CH:12]=[C:11]3[C:17]([NH:19][CH2:20][CH2:21][N:22]([CH2:25][CH3:26])[CH2:23][CH3:24])=[O:18])=[CH:7][CH:6]=[CH:5][CH:4]=2.[I:27]C1C=C2C(NC3C(C(O)=O)=CC=CC=3C2=O)=CC=1. No catalyst specified. The product is [Cl:1][C:2]1[C:3]2[C:8]([N:9]=[C:10]3[C:15]=1[CH:14]=[CH:13][CH:12]=[C:11]3[C:17]([NH:19][CH2:20][CH2:21][N:22]([CH2:25][CH3:26])[CH2:23][CH3:24])=[O:18])=[CH:7][CH:6]=[C:5]([I:27])[CH:4]=2. The yield is 0.960. (3) The reactants are [CH3:1][O:2][C:3]1[CH:10]=[CH:9][C:6]([C:7]#[N:8])=[CH:5][C:4]=1[C:11]1[N:15]([CH2:16][CH2:17][O:18][CH2:19][Si:20]([CH3:23])([CH3:22])[CH3:21])[N:14]=[CH:13][C:12]=1[N+:24]([O-])=O.O.[Cl-].[NH4+]. The catalyst is C(O)C.ClCCl.[Fe]. The product is [NH2:24][C:12]1[CH:13]=[N:14][N:15]([CH2:16][CH2:17][O:18][CH2:19][Si:20]([CH3:21])([CH3:23])[CH3:22])[C:11]=1[C:4]1[CH:5]=[C:6]([CH:9]=[CH:10][C:3]=1[O:2][CH3:1])[C:7]#[N:8]. The yield is 0.840. (4) The reactants are [Na].[CH3:2][CH:3]([C:9](OCC)=O)[C:4]([O:6]CC)=O.[Br:14][C:15]1[CH:16]=[CH:17][C:18]([CH3:23])=[C:19]([CH:22]=1)CCl.[OH-].[K+].O=S(Cl)[Cl:28]. The catalyst is C(O)C.O. The product is [Br:14][C:15]1[CH:22]=[CH:19][C:18]([CH3:23])=[C:17]([CH2:9][CH:3]([CH3:2])[C:4]([Cl:28])=[O:6])[CH:16]=1. The yield is 0.750.